From a dataset of Catalyst prediction with 721,799 reactions and 888 catalyst types from USPTO. Predict which catalyst facilitates the given reaction. (1) Reactant: [CH3:1][C:2]([C:12]1[CH:16]=[C:15]([NH:17][C:18]([C@@H:20]2[CH2:24][CH2:23][C:22](=[O:25])[N:21]2[C:26]2[CH:31]=[CH:30][C:29]([C:32]([F:35])([F:34])[F:33])=[CH:28][CH:27]=2)=[O:19])[O:14][N:13]=1)([CH3:11])[CH2:3][O:4][CH:5]1[CH2:10][CH2:9][CH2:8][CH2:7][O:6]1.C1(C)C=CC(S([O-])(=O)=O)=CC=1.[NH+]1C=CC=CC=1. Product: [CH3:11][C:2]([C:12]1[CH:16]=[C:15]([NH:17][C:18]([C@@H:20]2[CH2:24][CH2:23][C:22](=[O:25])[N:21]2[C:26]2[CH:27]=[CH:28][C:29]([C:32]([F:34])([F:35])[F:33])=[CH:30][CH:31]=2)=[O:19])[O:14][N:13]=1)([CH3:1])[CH2:3][O:4][CH:5]1[CH2:10][CH2:9][CH2:8][CH2:7][O:6]1.[OH:4][CH2:3][C:2]([C:12]1[CH:16]=[C:15]([NH:17][C:18]([C@@H:20]2[CH2:24][CH2:23][C:22](=[O:25])[N:21]2[C:26]2[CH:27]=[CH:28][C:29]([C:32]([F:35])([F:33])[F:34])=[CH:30][CH:31]=2)=[O:19])[O:14][N:13]=1)([CH3:11])[CH3:1]. The catalyst class is: 8. (2) Reactant: [C:1]([NH:5][C:6](=[O:43])[NH:7][C:8]1[C:9]([C:22]2[C:23]([Cl:42])=[C:24]([NH:29][C:30](=[O:41])[C:31]3[CH:36]=[CH:35][CH:34]=[C:33]([C:37]([F:40])([F:39])[F:38])[CH:32]=3)[CH:25]=[CH:26][C:27]=2[Cl:28])=[CH:10][C:11]2[CH:16]=[N:15][C:14](S(C)(=O)=O)=[N:13][C:12]=2[N:21]=1)([CH3:4])([CH3:3])[CH3:2].[NH4+].CC[N:47](C(C)C)C(C)C. Product: [NH2:47][C:14]1[N:15]=[CH:16][C:11]2[CH:10]=[C:9]([C:22]3[C:23]([Cl:42])=[C:24]([NH:29][C:30](=[O:41])[C:31]4[CH:36]=[CH:35][CH:34]=[C:33]([C:37]([F:38])([F:39])[F:40])[CH:32]=4)[CH:25]=[CH:26][C:27]=3[Cl:28])[C:8]([NH:7][C:6]([NH:5][C:1]([CH3:4])([CH3:3])[CH3:2])=[O:43])=[N:21][C:12]=2[N:13]=1. The catalyst class is: 5. (3) Reactant: [OH:1][CH:2]([C:5]1[CH:14]=[CH:13][CH:12]=[C:11]2[C:6]=1[CH2:7][CH2:8][N:9]1[C:19](=[O:20])[CH2:18][NH:17][C:16](=[O:21])[CH:15]=[C:10]12)[CH2:3][CH3:4].CC(OI1(OC(C)=O)(OC(C)=O)OC(=O)C2C=CC=CC1=2)=O.C([O-])(O)=O.[Na+]. Product: [C:2]([C:5]1[CH:14]=[CH:13][CH:12]=[C:11]2[C:6]=1[CH2:7][CH2:8][N:9]1[C:19](=[O:20])[CH2:18][NH:17][C:16](=[O:21])[CH:15]=[C:10]12)(=[O:1])[CH2:3][CH3:4]. The catalyst class is: 2. (4) Reactant: [C:1]([O:5][C:6](=[O:17])[NH:7][CH2:8][C:9]1[CH:14]=[CH:13][C:12]([OH:15])=[C:11]([Br:16])[CH:10]=1)([CH3:4])([CH3:3])[CH3:2].Br[CH2:19][C:20]([O:22][CH3:23])=[O:21].C([O-])([O-])=O.[Cs+].[Cs+]. Product: [CH3:23][O:22][C:20](=[O:21])[CH2:19][O:15][C:12]1[CH:13]=[CH:14][C:9]([CH2:8][NH:7][C:6]([O:5][C:1]([CH3:4])([CH3:2])[CH3:3])=[O:17])=[CH:10][C:11]=1[Br:16]. The catalyst class is: 1. (5) Reactant: [O:1]1[CH2:6][CH2:5][CH:4]([N:7]2[CH:11]=[C:10]([NH2:12])[CH:9]=[N:8]2)[CH2:3][CH2:2]1.I[C:14]1[N:32]=[C:17]2[CH:18]=[CH:19][CH:20]=[C:21]([C:22]3[CH:27]=[CH:26][CH:25]=[C:24]([S:28]([CH3:31])(=[O:30])=[O:29])[CH:23]=3)[N:16]2[N:15]=1.C1(P(C2C=CC=CC=2)C2C3OC4C(=CC=CC=4P(C4C=CC=CC=4)C4C=CC=CC=4)C(C)(C)C=3C=CC=2)C=CC=CC=1.CC(C)([O-])C.[Na+]. Product: [CH3:31][S:28]([C:24]1[CH:23]=[C:22]([C:21]2[N:16]3[N:15]=[C:14]([NH:12][C:10]4[CH:9]=[N:8][N:7]([CH:4]5[CH2:3][CH2:2][O:1][CH2:6][CH2:5]5)[CH:11]=4)[N:32]=[C:17]3[CH:18]=[CH:19][CH:20]=2)[CH:27]=[CH:26][CH:25]=1)(=[O:29])=[O:30]. The catalyst class is: 62. (6) Reactant: [CH3:1][C:2]1([CH3:15])[O:7][C:6]2[CH:8]=[CH:9][C:10]([C:12]#[N:13])=[CH:11][C:5]=2[C:4](=[O:14])[O:3]1.C(O)(=O)C.N#N. Product: [C:2]([OH:7])(=[O:3])[CH3:1].[NH2:13][CH2:12][C:10]1[CH:9]=[CH:8][C:6]2[O:7][C:2]([CH3:15])([CH3:1])[O:3][C:4](=[O:14])[C:5]=2[CH:11]=1. The catalyst class is: 19. (7) Reactant: [N+:1]([C:4]1[CH:5]=[CH:6][C:7]2[O:11][C:10]([C:12]([OH:14])=O)=[CH:9][C:8]=2[CH:15]=1)([O-:3])=[O:2].Cl.Cl.[NH2:18][C@H:19]1[CH:24]2[CH2:25][CH2:26][N:21]([CH2:22][CH2:23]2)[CH2:20]1.CN(C(ON1N=NC2C=CC=NC1=2)=[N+](C)C)C.F[P-](F)(F)(F)(F)F.C(N(CC)C(C)C)(C)C. Product: [N:21]12[CH2:26][CH2:25][CH:24]([CH2:23][CH2:22]1)[C@H:19]([NH:18][C:12]([C:10]1[O:11][C:7]3[CH:6]=[CH:5][C:4]([N+:1]([O-:3])=[O:2])=[CH:15][C:8]=3[CH:9]=1)=[O:14])[CH2:20]2. The catalyst class is: 3.